From a dataset of NCI-60 drug combinations with 297,098 pairs across 59 cell lines. Regression. Given two drug SMILES strings and cell line genomic features, predict the synergy score measuring deviation from expected non-interaction effect. (1) Drug 1: C1=CC=C(C=C1)NC(=O)CCCCCCC(=O)NO. Drug 2: C1=NC2=C(N1)C(=S)N=CN2. Cell line: SF-295. Synergy scores: CSS=34.0, Synergy_ZIP=4.22, Synergy_Bliss=7.22, Synergy_Loewe=5.19, Synergy_HSA=8.92. (2) Drug 1: CC(C1=C(C=CC(=C1Cl)F)Cl)OC2=C(N=CC(=C2)C3=CN(N=C3)C4CCNCC4)N. Drug 2: C1=NC(=NC(=O)N1C2C(C(C(O2)CO)O)O)N. Cell line: MOLT-4. Synergy scores: CSS=37.3, Synergy_ZIP=-0.335, Synergy_Bliss=0.192, Synergy_Loewe=-20.8, Synergy_HSA=-0.882. (3) Drug 1: C1=NC2=C(N=C(N=C2N1C3C(C(C(O3)CO)O)F)Cl)N. Drug 2: COCCOC1=C(C=C2C(=C1)C(=NC=N2)NC3=CC=CC(=C3)C#C)OCCOC.Cl. Cell line: UACC62. Synergy scores: CSS=5.78, Synergy_ZIP=-3.25, Synergy_Bliss=2.63, Synergy_Loewe=-4.52, Synergy_HSA=1.04. (4) Drug 2: CC1=C(C=C(C=C1)NC(=O)C2=CC=C(C=C2)CN3CCN(CC3)C)NC4=NC=CC(=N4)C5=CN=CC=C5. Synergy scores: CSS=4.18, Synergy_ZIP=-0.208, Synergy_Bliss=1.80, Synergy_Loewe=-3.25, Synergy_HSA=-0.754. Drug 1: CC(C1=C(C=CC(=C1Cl)F)Cl)OC2=C(N=CC(=C2)C3=CN(N=C3)C4CCNCC4)N. Cell line: MALME-3M. (5) Drug 1: C1=CC(=CC=C1CCC2=CNC3=C2C(=O)NC(=N3)N)C(=O)NC(CCC(=O)O)C(=O)O. Drug 2: CC(CN1CC(=O)NC(=O)C1)N2CC(=O)NC(=O)C2. Cell line: HOP-62. Synergy scores: CSS=36.7, Synergy_ZIP=8.81, Synergy_Bliss=8.82, Synergy_Loewe=-25.1, Synergy_HSA=10.9. (6) Drug 1: CC1OCC2C(O1)C(C(C(O2)OC3C4COC(=O)C4C(C5=CC6=C(C=C35)OCO6)C7=CC(=C(C(=C7)OC)O)OC)O)O. Cell line: HL-60(TB). Synergy scores: CSS=74.9, Synergy_ZIP=2.63, Synergy_Bliss=2.89, Synergy_Loewe=3.27, Synergy_HSA=4.51. Drug 2: C1C(C(OC1N2C=NC3=C(N=C(N=C32)Cl)N)CO)O. (7) Drug 1: CCCS(=O)(=O)NC1=C(C(=C(C=C1)F)C(=O)C2=CNC3=C2C=C(C=N3)C4=CC=C(C=C4)Cl)F. Drug 2: C1=CC(=CC=C1CC(C(=O)O)N)N(CCCl)CCCl.Cl. Cell line: U251. Synergy scores: CSS=19.5, Synergy_ZIP=-4.72, Synergy_Bliss=5.38, Synergy_Loewe=-0.134, Synergy_HSA=5.12. (8) Drug 1: CCC1=CC2CC(C3=C(CN(C2)C1)C4=CC=CC=C4N3)(C5=C(C=C6C(=C5)C78CCN9C7C(C=CC9)(C(C(C8N6C)(C(=O)OC)O)OC(=O)C)CC)OC)C(=O)OC.C(C(C(=O)O)O)(C(=O)O)O. Drug 2: CC1=C2C(C(=O)C3(C(CC4C(C3C(C(C2(C)C)(CC1OC(=O)C(C(C5=CC=CC=C5)NC(=O)C6=CC=CC=C6)O)O)OC(=O)C7=CC=CC=C7)(CO4)OC(=O)C)O)C)OC(=O)C. Cell line: NCI-H460. Synergy scores: CSS=83.9, Synergy_ZIP=-3.02, Synergy_Bliss=-2.95, Synergy_Loewe=-6.90, Synergy_HSA=-0.0126. (9) Drug 1: CN(C)C1=NC(=NC(=N1)N(C)C)N(C)C. Drug 2: COC1=C2C(=CC3=C1OC=C3)C=CC(=O)O2. Cell line: HCC-2998. Synergy scores: CSS=-7.78, Synergy_ZIP=3.45, Synergy_Bliss=-0.491, Synergy_Loewe=-5.44, Synergy_HSA=-5.38. (10) Synergy scores: CSS=1.09, Synergy_ZIP=2.05, Synergy_Bliss=7.08, Synergy_Loewe=2.51, Synergy_HSA=3.54. Drug 2: CC1CCCC2(C(O2)CC(NC(=O)CC(C(C(=O)C(C1O)C)(C)C)O)C(=CC3=CSC(=N3)C)C)C. Drug 1: CN(C)C1=NC(=NC(=N1)N(C)C)N(C)C. Cell line: NCI-H460.